From a dataset of NCI-60 drug combinations with 297,098 pairs across 59 cell lines. Regression. Given two drug SMILES strings and cell line genomic features, predict the synergy score measuring deviation from expected non-interaction effect. Drug 1: CC12CCC3C(C1CCC2=O)CC(=C)C4=CC(=O)C=CC34C. Drug 2: CS(=O)(=O)OCCCCOS(=O)(=O)C. Cell line: SW-620. Synergy scores: CSS=42.3, Synergy_ZIP=-3.03, Synergy_Bliss=2.42, Synergy_Loewe=-5.85, Synergy_HSA=1.21.